Predict the reactants needed to synthesize the given product. From a dataset of Retrosynthesis with 50K atom-mapped reactions and 10 reaction types from USPTO. (1) The reactants are: COc1ccc(C(=O)Cl)cc1.Nc1cccc2cnccc12. Given the product COc1ccc(C(=O)Nc2cccc3cnccc23)cc1, predict the reactants needed to synthesize it. (2) Given the product CCOC(=O)C=Cc1cnc2ccccc2c1, predict the reactants needed to synthesize it. The reactants are: O=C(O)C=Cc1cnc2ccccc2c1.S=c1[nH]c(NCCSCc2ncccc2Cl)ncc1Cc1cccnc1. (3) Given the product Cc1cncc(C#C[Si](C)(C)C)c1, predict the reactants needed to synthesize it. The reactants are: C#C[Si](C)(C)C.Cc1cncc(Br)c1.